Dataset: Forward reaction prediction with 1.9M reactions from USPTO patents (1976-2016). Task: Predict the product of the given reaction. (1) Given the reactants CC1C=C(N2CCN(CCOC3C=CC=CC=3)C2=O)SC=1C(O)=O.[CH3:25][C:26]1[CH:30]=[C:29]([N:31]2[CH2:35][CH2:34][N:33]([CH2:36][C:37](=[O:44])[C:38]3[CH:43]=[CH:42][CH:41]=[CH:40][CH:39]=3)[C:32]2=[O:45])[S:28][C:27]=1[C:46]([OH:48])=O.[NH2:49][CH2:50][C:51]1[CH:52]=[N:53][CH:54]=[CH:55][CH:56]=1, predict the reaction product. The product is: [CH3:25][C:26]1[CH:30]=[C:29]([N:31]2[CH2:35][CH2:34][N:33]([CH2:36][C:37](=[O:44])[C:38]3[CH:43]=[CH:42][CH:41]=[CH:40][CH:39]=3)[C:32]2=[O:45])[S:28][C:27]=1[C:46]([NH:49][CH2:50][C:51]1[CH:52]=[N:53][CH:54]=[CH:55][CH:56]=1)=[O:48]. (2) Given the reactants C([O:3][C:4](=O)[CH2:5][CH2:6][C:7]1[C:15]2[C:10](=[CH:11][CH:12]=[CH:13][CH:14]=2)[NH:9][C:8]=1[C:16]([O:18][CH2:19][CH3:20])=[O:17])C.C1COCC1, predict the reaction product. The product is: [OH:3][CH2:4][CH2:5][CH2:6][C:7]1[C:15]2[C:10](=[CH:11][CH:12]=[CH:13][CH:14]=2)[NH:9][C:8]=1[C:16]([O:18][CH2:19][CH3:20])=[O:17]. (3) Given the reactants [CH2:1]([O:8][C:9]([NH:11][C:12]1[C:13]([C:29](O)=[O:30])=[N:14][C:15]2[C:20]([CH:21]=1)=[CH:19][CH:18]=[C:17]([N:22]1[CH2:27][CH2:26][O:25][CH2:24][C:23]1=[O:28])[CH:16]=2)=[O:10])[C:2]1[CH:7]=[CH:6][CH:5]=[CH:4][CH:3]=1.[NH2:32][C:33]1[CH:34]=[N:35][CH:36]=[CH:37][C:38]=1[N:39]1[CH2:44][C@H:43]([CH3:45])[C@@H:42]([O:46][Si](C(C)(C)C)(C)C)[C@H:41]([NH:54]C(=O)OC(C)(C)C)[CH2:40]1.CN(C(ON1N=NC2C=CC=NC1=2)=[N+](C)C)C.F[P-](F)(F)(F)(F)F.CCN(C(C)C)C(C)C, predict the reaction product. The product is: [CH2:1]([O:8][C:9](=[O:10])[NH:11][C:12]1[C:13]([C:29]([NH:32][C:33]2[CH:34]=[N:35][CH:36]=[CH:37][C:38]=2[N:39]2[CH2:44][C@H:43]([CH3:45])[C@@H:42]([OH:46])[C@H:41]([NH2:54])[CH2:40]2)=[O:30])=[N:14][C:15]2[C:20]([CH:21]=1)=[CH:19][CH:18]=[C:17]([N:22]1[CH2:27][CH2:26][O:25][CH2:24][C:23]1=[O:28])[CH:16]=2)[C:2]1[CH:7]=[CH:6][CH:5]=[CH:4][CH:3]=1. (4) Given the reactants O[C:2]1[N:7]=[C:6]([C:8]([OH:10])=O)[CH:5]=[CH:4][CH:3]=1.Br[CH2:12][C:13]1[CH:18]=[CH:17][CH:16]=[CH:15][CH:14]=1.[C:19]([O-:22])([O-])=O.[Cs+].[Cs+].[OH2:25], predict the reaction product. The product is: [CH2:12]([O:25][C:8]([C:6]1[CH:5]=[CH:4][CH:3]=[C:2]([O:22][CH2:19][C:13]2[CH:18]=[CH:17][CH:16]=[CH:15][CH:14]=2)[N:7]=1)=[O:10])[C:13]1[CH:18]=[CH:17][CH:16]=[CH:15][CH:14]=1.